This data is from Forward reaction prediction with 1.9M reactions from USPTO patents (1976-2016). The task is: Predict the product of the given reaction. (1) Given the reactants Cl[CH2:2][CH2:3][CH2:4][CH2:5][C:6]1[CH:11]=[CH:10][C:9]([O:12][CH3:13])=[CH:8][CH:7]=1.CC(O)(CC)C.[NH:20]1[CH:24]=[CH:23][N:22]=[N:21]1.[I-].[K+].[OH-].[Na+].[CH3:29][S:30]([OH:33])(=[O:32])=[O:31], predict the reaction product. The product is: [CH3:29][S:30]([OH:33])(=[O:32])=[O:31].[CH3:13][O:12][C:9]1[CH:10]=[CH:11][C:6]([CH2:5][CH2:4][CH2:3][CH2:2][N:20]2[CH:24]=[CH:23][N:22]=[N:21]2)=[CH:7][CH:8]=1. (2) Given the reactants [CH3:1][O:2][C:3]([C:5]1[N:6]([CH:10]2[C:19]3[C:14](=[CH:15][CH:16]=[CH:17][CH:18]=3)[C:13](=[O:20])[CH2:12][C:11]2([CH3:22])[CH3:21])[CH:7]=[N:8][CH:9]=1)=[O:4].[CH3:23][Al](C)C.C[Zn]C.CCCCCCC, predict the reaction product. The product is: [CH3:1][O:2][C:3]([C:5]1[N:6]([CH:10]2[C:19]3[C:14](=[CH:15][CH:16]=[CH:17][CH:18]=3)[C:13]([OH:20])([CH3:23])[CH2:12][C:11]2([CH3:22])[CH3:21])[CH:7]=[N:8][CH:9]=1)=[O:4]. (3) Given the reactants [F:1][C:2]([F:11])([F:10])[C:3]1[CH:8]=[CH:7][N:6]=[C:5]([NH2:9])[CH:4]=1.[Cl:12][C:13]1[N:18]=[C:17](Cl)[CH:16]=[C:15]([CH3:20])[N:14]=1.CC(C)([O-])C.[Na+], predict the reaction product. The product is: [Cl:12][C:13]1[N:18]=[C:17]([NH:9][C:5]2[CH:4]=[C:3]([C:2]([F:1])([F:10])[F:11])[CH:8]=[CH:7][N:6]=2)[CH:16]=[C:15]([CH3:20])[N:14]=1. (4) Given the reactants [Cl:1][C:2]1[CH:21]=[CH:20][C:5]([O:6][CH:7]2[CH2:12][CH2:11][N:10](C(OC(C)(C)C)=O)[CH2:9][CH2:8]2)=[CH:4][C:3]=1[F:22].Cl, predict the reaction product. The product is: [ClH:1].[Cl:1][C:2]1[CH:21]=[CH:20][C:5]([O:6][CH:7]2[CH2:12][CH2:11][NH:10][CH2:9][CH2:8]2)=[CH:4][C:3]=1[F:22]. (5) Given the reactants [F:1][C:2]1[CH:7]=[C:6]([F:8])[CH:5]=[CH:4][C:3]=1[C@@H:9]1[CH2:13][N:12]([CH2:14][CH3:15])[CH2:11][C@H:10]1[C:16]([O:18]C)=[O:17].[ClH:20], predict the reaction product. The product is: [ClH:20].[F:1][C:2]1[CH:7]=[C:6]([F:8])[CH:5]=[CH:4][C:3]=1[C@@H:9]1[CH2:13][N:12]([CH2:14][CH3:15])[CH2:11][C@H:10]1[C:16]([OH:18])=[O:17]. (6) Given the reactants C([Li])CCC.[Br-].[Cl:7][C:8]1[CH:33]=[CH:32][C:11]([CH2:12][P+](C2C=CC=CC=2)(C2C=CC=CC=2)C2C=CC=CC=2)=[CH:10][C:9]=1[F:34].O=[C:36]1[CH2:41][CH2:40][N:39]([C:42]([O:44][C:45]([CH3:48])([CH3:47])[CH3:46])=[O:43])[CH2:38][CH2:37]1, predict the reaction product. The product is: [Cl:7][C:8]1[CH:33]=[CH:32][C:11]([CH:12]=[C:36]2[CH2:41][CH2:40][N:39]([C:42]([O:44][C:45]([CH3:48])([CH3:47])[CH3:46])=[O:43])[CH2:38][CH2:37]2)=[CH:10][C:9]=1[F:34]. (7) Given the reactants [OH:1][C:2]1[CH:7]=[CH:6][C:5]([S:8][C:9]([CH3:16])([CH3:15])[C:10]([O:12][CH2:13][CH3:14])=[O:11])=[CH:4][CH:3]=1.Br[CH2:18][CH2:19][CH2:20][N:21]1[C:26](=[O:27])[C:25]2[N:28]([CH3:34])[N:29]=[C:30]([CH2:31][CH2:32][CH3:33])[C:24]=2[N:23]=[C:22]1[CH3:35].[C:36](=O)([O-])[O-].[K+].[K+], predict the reaction product. The product is: [CH2:13]([O:12][C:10](=[O:11])[C:9]([S:8][C:5]1[CH:6]=[CH:7][C:2]([O:1][CH2:18][CH2:19][CH2:20][N:21]2[C:26](=[O:27])[C:25]3[N:28]([CH3:34])[N:29]=[C:30]([CH2:31][CH2:32][CH3:33])[C:24]=3[N:23]=[C:22]2[CH2:35][CH3:36])=[CH:3][CH:4]=1)([CH3:15])[CH3:16])[CH3:14].